From a dataset of Peptide-MHC class II binding affinity with 134,281 pairs from IEDB. Regression. Given a peptide amino acid sequence and an MHC pseudo amino acid sequence, predict their binding affinity value. This is MHC class II binding data. (1) The peptide sequence is FTAQGADDIRKLFDM. The MHC is DRB1_0101 with pseudo-sequence DRB1_0101. The binding affinity (normalized) is 0.530. (2) The peptide sequence is REHLKNGTCGLVELE. The MHC is DRB1_0101 with pseudo-sequence DRB1_0101. The binding affinity (normalized) is 0.817. (3) The peptide sequence is VRKTIPDVIELAYQK. The MHC is DRB5_0101 with pseudo-sequence DRB5_0101. The binding affinity (normalized) is 0.616. (4) The peptide sequence is PKDSDEFIPMKSSWG. The MHC is DRB1_0802 with pseudo-sequence DRB1_0802. The binding affinity (normalized) is 0.306. (5) The peptide sequence is GAMAKKGDEQKLRSA. The MHC is DRB1_0701 with pseudo-sequence DRB1_0701. The binding affinity (normalized) is 0.137. (6) The binding affinity (normalized) is 0.497. The peptide sequence is GLVHVANNNYDPWTI. The MHC is HLA-DQA10101-DQB10501 with pseudo-sequence HLA-DQA10101-DQB10501. (7) The peptide sequence is KGIQIIYTRNHEVKS. The MHC is DRB1_0803 with pseudo-sequence QEFFIASGAAVDAIMESGFDYYSIDRLTYHVGFT. The binding affinity (normalized) is 0.778. (8) The peptide sequence is IFIFRDSDDWLNKYS. The MHC is HLA-DQA10102-DQB10501 with pseudo-sequence HLA-DQA10102-DQB10501. The binding affinity (normalized) is 0.449. (9) The peptide sequence is RIDTPDKLTGPFTVR. The MHC is HLA-DPA10103-DPB10401 with pseudo-sequence HLA-DPA10103-DPB10401. The binding affinity (normalized) is 0.0339. (10) The binding affinity (normalized) is 0.330. The peptide sequence is DPMVQIPRLVANNTR. The MHC is DRB1_1201 with pseudo-sequence DRB1_1201.